From a dataset of Forward reaction prediction with 1.9M reactions from USPTO patents (1976-2016). Predict the product of the given reaction. (1) The product is: [ClH:1].[ClH:1].[N:2]1[CH:7]=[CH:6][C:5]([C:8]2[CH:9]=[C:10]([CH:13]=[CH:14][CH:15]=2)[CH2:11][NH2:12])=[CH:4][CH:3]=1. Given the reactants [ClH:1].[N:2]1[CH:7]=[CH:6][C:5]([C:8]2[CH:9]=[C:10]([CH:13]=[CH:14][CH:15]=2)[C:11]#[N:12])=[CH:4][CH:3]=1, predict the reaction product. (2) Given the reactants [CH2:1]([O:3][C:4](=[O:19])[CH2:5][C:6]([C:8]1[C:9]([C:15]([F:18])([F:17])[F:16])=[N+:10]([O-:14])[CH:11]=[CH:12][CH:13]=1)=[O:7])[CH3:2].Br[CH2:21][C:22]([C:24]1[CH:29]=[C:28]([N+:30]([O-:32])=[O:31])[C:27]([O:33][CH3:34])=[C:26]([O:35][CH3:36])[CH:25]=1)=O.Cl, predict the reaction product. The product is: [CH3:36][O:35][C:26]1[CH:25]=[C:24]([C:22]2[C:5]([C:4]([O:3][CH2:1][CH3:2])=[O:19])=[C:6]([C:8]3[C:9]([C:15]([F:17])([F:16])[F:18])=[N+:10]([O-:14])[CH:11]=[CH:12][CH:13]=3)[O:7][CH:21]=2)[CH:29]=[C:28]([N+:30]([O-:32])=[O:31])[C:27]=1[O:33][CH3:34]. (3) Given the reactants [NH2:1][C:2]1[C:7]([C:8]2[S:9][C:10]3[CH:16]=[CH:15][C:14]([C:17]([OH:19])=O)=[CH:13][C:11]=3[CH:12]=2)=[CH:6][CH:5]=[CH:4][N:3]=1.[Cl:20][C:21]1[CH:22]=[C:23]([CH:25]=[CH:26][C:27]=1[F:28])[NH2:24], predict the reaction product. The product is: [NH2:1][C:2]1[C:7]([C:8]2[S:9][C:10]3[CH:16]=[CH:15][C:14]([C:17]([NH:24][C:23]4[CH:25]=[CH:26][C:27]([F:28])=[C:21]([Cl:20])[CH:22]=4)=[O:19])=[CH:13][C:11]=3[CH:12]=2)=[CH:6][CH:5]=[CH:4][N:3]=1. (4) Given the reactants [CH:1]1([C:7]2[CH:24]=[CH:23][C:10]([O:11][C:12]3[C:17]([CH3:18])=[CH:16][C:15]([N+:19]([O-])=O)=[C:14]([CH3:22])[CH:13]=3)=[CH:9][CH:8]=2)[CH2:6][CH2:5][CH2:4][CH2:3][CH2:2]1.O.O.[Sn](Cl)Cl.C([O-])(O)=O.[Na+], predict the reaction product. The product is: [CH:1]1([C:7]2[CH:24]=[CH:23][C:10]([O:11][C:12]3[C:17]([CH3:18])=[CH:16][C:15]([NH2:19])=[C:14]([CH3:22])[CH:13]=3)=[CH:9][CH:8]=2)[CH2:2][CH2:3][CH2:4][CH2:5][CH2:6]1. (5) Given the reactants [NH2:1][C:2]1[CH:7]=[CH:6][C:5]([Br:8])=[CH:4][C:3]=1[CH2:9]O.[CH3:11][C:12]1[CH:17]=[C:16]([C:18]([CH3:20])=O)[CH:15]=[C:14]([CH3:21])[CH:13]=1.[OH-].[K+], predict the reaction product. The product is: [Br:8][C:5]1[CH:4]=[C:3]2[C:2](=[CH:7][CH:6]=1)[N:1]=[C:18]([C:16]1[CH:17]=[C:12]([CH3:11])[CH:13]=[C:14]([CH3:21])[CH:15]=1)[CH:20]=[CH:9]2.